Predict the product of the given reaction. From a dataset of Forward reaction prediction with 1.9M reactions from USPTO patents (1976-2016). (1) The product is: [NH2:10][C@@H:11]([CH2:26][C:27]1[CH:28]=[CH:29][CH:30]=[CH:31][CH:32]=1)[C@@H:12]([C@H:14]1[CH2:18][CH2:17][CH2:16][N:15]1[C:19]([O:21][C:22]([CH3:24])([CH3:23])[CH3:25])=[O:20])[OH:13]. Given the reactants [H][H].C([N:10](CC1C=CC=CC=1)[C@@H:11]([CH2:26][C:27]1[CH:32]=[CH:31][CH:30]=[CH:29][CH:28]=1)[C@@H:12]([C@H:14]1[CH2:18][CH2:17][CH2:16][N:15]1[C:19]([O:21][C:22]([CH3:25])([CH3:24])[CH3:23])=[O:20])[OH:13])C1C=CC=CC=1, predict the reaction product. (2) Given the reactants [NH2:1][C:2]1[C:22]([NH:23][C:24]2[CH:29]=[CH:28][C:27]([I:30])=[CH:26][C:25]=2[F:31])=[CH:21][C:20]([F:32])=[CH:19][C:3]=1[O:4][C:5]1[CH:6]=[C:7]([NH:11][C:12](=[O:18])[O:13][C:14]([CH3:17])([CH3:16])[CH3:15])[CH:8]=[CH:9][CH:10]=1.[CH:33]1([S:36](Cl)(=[O:38])=[O:37])[CH2:35][CH2:34]1, predict the reaction product. The product is: [CH:33]1([S:36]([NH:1][C:2]2[C:22]([NH:23][C:24]3[CH:29]=[CH:28][C:27]([I:30])=[CH:26][C:25]=3[F:31])=[CH:21][C:20]([F:32])=[CH:19][C:3]=2[O:4][C:5]2[CH:6]=[C:7]([NH:11][C:12](=[O:18])[O:13][C:14]([CH3:17])([CH3:16])[CH3:15])[CH:8]=[CH:9][CH:10]=2)(=[O:38])=[O:37])[CH2:35][CH2:34]1. (3) Given the reactants [CH:1]1([CH2:4][O:5][C:6]2[CH:7]=[C:8]([CH:13]=[C:14]([NH:16][S:17]([CH3:20])(=[O:19])=[O:18])[CH:15]=2)[C:9]([O:11][CH3:12])=[O:10])[CH2:3][CH2:2]1.Cl[CH2:22][CH2:23][N:24]1[CH2:29][CH2:28][O:27][CH2:26][CH2:25]1.C([O-])([O-])=O.[K+].[K+], predict the reaction product. The product is: [CH:1]1([CH2:4][O:5][C:6]2[CH:7]=[C:8]([CH:13]=[C:14]([N:16]([CH2:22][CH2:23][N:24]3[CH2:29][CH2:28][O:27][CH2:26][CH2:25]3)[S:17]([CH3:20])(=[O:19])=[O:18])[CH:15]=2)[C:9]([O:11][CH3:12])=[O:10])[CH2:2][CH2:3]1.